Dataset: Catalyst prediction with 721,799 reactions and 888 catalyst types from USPTO. Task: Predict which catalyst facilitates the given reaction. (1) Reactant: Cl[C:2]1[N:7]=[C:6]([C:8]2[CH:17]=[CH:16][C:15]3[C:10](=[CH:11][CH:12]=[CH:13][CH:14]=3)[CH:9]=2)[CH:5]=[CH:4][N:3]=1.[NH2:18][CH:19]([C:26]([OH:28])=[O:27])[CH2:20][C:21]1[N:25]=[CH:24][NH:23][CH:22]=1.[H-].[Na+]. Product: [NH:23]1[CH:22]=[C:21]([CH2:20][CH:19]([NH:18][C:2]2[N:7]=[C:6]([C:8]3[CH:17]=[CH:16][C:15]4[C:10](=[CH:11][CH:12]=[CH:13][CH:14]=4)[CH:9]=3)[CH:5]=[CH:4][N:3]=2)[C:26]([OH:28])=[O:27])[N:25]=[CH:24]1. The catalyst class is: 16. (2) Reactant: [OH-].[K+].C[Si](C)(C)[C:5]#[C:6][C:7]1[CH:12]=[CH:11][CH:10]=[CH:9][C:8]=1[NH:13][C:14](=[O:16])[CH3:15]. Product: [C:6]([C:7]1[CH:12]=[CH:11][CH:10]=[CH:9][C:8]=1[NH:13][C:14](=[O:16])[CH3:15])#[CH:5]. The catalyst class is: 72. (3) Reactant: [H-].[Al+3].[Li+].[H-].[H-].[H-].C1COCC1.[C:12]1([C:45]2[CH:50]=[CH:49][CH:48]=[CH:47][CH:46]=2)[CH:17]=[CH:16][CH:15]=[CH:14][C:13]=1[NH:18][C:19]([O:21][CH:22]1[CH2:27][CH2:26][N:25]([CH2:28][CH2:29][C:30]([NH:32][C:33]2[C:42]([CH3:43])=[CH:41][C:36]([C:37](OC)=[O:38])=[C:35]([CH3:44])[CH:34]=2)=[O:31])[CH2:24][CH2:23]1)=[O:20].[OH-].[Na+]. Product: [OH:38][CH2:37][C:36]1[C:35]([CH3:44])=[CH:34][C:33]([NH:32][C:30]([CH2:29][CH2:28][N:25]2[CH2:24][CH2:23][CH:22]([O:21][C:19](=[O:20])[NH:18][C:13]3[CH:14]=[CH:15][CH:16]=[CH:17][C:12]=3[C:45]3[CH:46]=[CH:47][CH:48]=[CH:49][CH:50]=3)[CH2:27][CH2:26]2)=[O:31])=[C:42]([CH3:43])[CH:41]=1. The catalyst class is: 46. (4) Reactant: [Br:1][C:2]1[S:3][CH:4]=[C:5](Br)[N:6]=1.[Li]CCCC.Cl[Si:14]([CH3:17])([CH3:16])[CH3:15]. Product: [Si:14]([C:5]1[N:6]=[C:2]([Br:1])[S:3][CH:4]=1)([CH3:17])([CH3:16])[CH3:15]. The catalyst class is: 28. (5) Product: [Cl:10][C:8]1[CH:7]=[CH:6][C:5]([C:11]2[O:15][N:14]=[C:13]([CH3:16])[N:12]=2)=[C:4]([CH2:3][OH:2])[CH:9]=1. Reactant: C[O:2][C:3](=O)[C:4]1[CH:9]=[C:8]([Cl:10])[CH:7]=[CH:6][C:5]=1[C:11]1[O:15][N:14]=[C:13]([CH3:16])[N:12]=1.[Li+].[BH4-]. The catalyst class is: 1.